This data is from Forward reaction prediction with 1.9M reactions from USPTO patents (1976-2016). The task is: Predict the product of the given reaction. (1) Given the reactants [C:1]([O:5][C:6]([N:8]1[CH2:13][CH2:12][NH:11][CH2:10][CH2:9]1)=[O:7])([CH3:4])([CH3:3])[CH3:2].Cl.[CH3:15][O:16][C:17](=[O:28])/[CH:18]=[CH:19]/[C:20]1[CH:25]=[CH:24][C:23]([CH:26]=O)=[CH:22][CH:21]=1.C(O)(=O)C.C(O[BH-](OC(=O)C)OC(=O)C)(=O)C.[Na+], predict the reaction product. The product is: [C:1]([O:5][C:6]([N:8]1[CH2:13][CH2:12][N:11]([CH2:26][C:23]2[CH:22]=[CH:21][C:20](/[CH:19]=[CH:18]/[C:17]([O:16][CH3:15])=[O:28])=[CH:25][CH:24]=2)[CH2:10][CH2:9]1)=[O:7])([CH3:4])([CH3:2])[CH3:3]. (2) Given the reactants [C:1]([NH:18][CH2:19][CH2:20][C:21]([OH:23])=[O:22])([O:3][CH2:4][CH:5]1[C:17]2[C:12](=[CH:13][CH:14]=[CH:15][CH:16]=2)[C:11]2[C:6]1=[CH:7][CH:8]=[CH:9][CH:10]=2)=[O:2].C1C=CC2N(O)N=NC=2C=1.C(Cl)CCl.Cl.[CH2:39]([O:41][C:42](=[O:46])[CH2:43][CH2:44][NH2:45])[CH3:40].CC(N(C)C)=O, predict the reaction product. The product is: [C:1]([NH:18][CH2:19][CH2:20][C:21]([OH:23])=[O:22])([O:3][CH2:4][CH:5]1[C:6]2[C:11](=[CH:10][CH:9]=[CH:8][CH:7]=2)[C:12]2[C:17]1=[CH:16][CH:15]=[CH:14][CH:13]=2)=[O:2].[CH2:39]([O:41][C:42](=[O:46])[CH2:43][CH2:44][NH2:45])[CH3:40]. (3) Given the reactants [Br:1]N1C(=O)CCC1=O.[CH3:9][S:10]([C:13]1[CH:14]=[C:15]([C:19]2[NH:23][C:22]([C:24]3[N:28]([CH2:29][C:30]([O:32][CH2:33][S:34][CH3:35])=[O:31])[N:27]=[C:26]([C:36]([F:39])([F:38])[F:37])[CH:25]=3)=[CH:21][CH:20]=2)[CH:16]=[CH:17][CH:18]=1)(=[O:12])=[O:11], predict the reaction product. The product is: [Br:1][C:25]1[C:26]([C:36]([F:39])([F:38])[F:37])=[N:27][N:28]([CH2:29][C:30]([O:32][CH2:33][S:34][CH3:35])=[O:31])[C:24]=1[C:22]1[NH:23][C:19]([C:15]2[CH:16]=[CH:17][CH:18]=[C:13]([S:10]([CH3:9])(=[O:12])=[O:11])[CH:14]=2)=[CH:20][CH:21]=1. (4) Given the reactants [CH3:1][C:2]1([CH3:29])[CH:7]2[CH:8]3[CH2:22][CH2:21][CH:20]=[CH:19][C:9]3=[C:10]3[C:18]([CH2:17][C:16]4[CH:15]=[CH:14][CH:13]=[CH:12][C:11]3=4)=[C:6]2[C:5](C)([CH3:23])[C:4]([CH3:26])([CH3:25])[C:3]1([CH3:28])[CH3:27].[CH2:30]([Li])CCC.CCCCCC.[C:41]1([CH3:60])[CH:46]=[CH:45][C:44]([C:47]([C:53]2[CH:58]=[CH:57][C:56]([CH3:59])=[CH:55][CH:54]=2)=[C:48]2[CH:52]=[CH:51][CH:50]=[CH:49]2)=[CH:43][CH:42]=1.[Cl-].[NH4+], predict the reaction product. The product is: [CH:48]1([C:47]([C:7]2([CH3:30])[C:6]3[C:5]([CH3:23])([CH:12]4[CH2:13][CH2:14][CH:15]=[CH:16][C:11]4=[C:10]4[C:18]=3[CH2:17][C:19]3[CH:20]=[CH:21][CH:22]=[CH:8][C:9]4=3)[C:4]([CH3:26])([CH3:25])[C:3]([CH3:28])([CH3:27])[C:2]2([CH3:1])[CH3:29])([C:44]2[CH:43]=[CH:42][C:41]([CH3:60])=[CH:46][CH:45]=2)[C:53]2[CH:54]=[CH:55][C:56]([CH3:59])=[CH:57][CH:58]=2)[CH:49]=[CH:50][CH:51]=[CH:52]1.